Dataset: Catalyst prediction with 721,799 reactions and 888 catalyst types from USPTO. Task: Predict which catalyst facilitates the given reaction. (1) Reactant: [Cl:1][C:2]1[CH:3]=[N:4][N:5]([CH3:27])[C:6]=1[C:7]1[CH:8]=[C:9]([NH:14][C:15](=[O:26])[C:16]2[CH:21]=[CH:20][CH:19]=[C:18]([C:22]([F:25])([F:24])[F:23])[CH:17]=2)[CH:10]=[CH:11][C:12]=1[OH:13].C(=O)([O-])[O-].[K+].[K+].Br[CH2:35][C:36]([O:38][C:39]([CH3:42])([CH3:41])[CH3:40])=[O:37]. Product: [Cl:1][C:2]1[CH:3]=[N:4][N:5]([CH3:27])[C:6]=1[C:7]1[CH:8]=[C:9]([NH:14][C:15](=[O:26])[C:16]2[CH:21]=[CH:20][CH:19]=[C:18]([C:22]([F:23])([F:24])[F:25])[CH:17]=2)[CH:10]=[CH:11][C:12]=1[O:13][CH2:35][C:36]([O:38][C:39]([CH3:42])([CH3:41])[CH3:40])=[O:37]. The catalyst class is: 21. (2) Reactant: [Cl:1][C:2]1[CH:3]=[N+:4]([O-:27])[CH:5]=[C:6]([Cl:26])[C:7]=1[CH2:8][C@@H:9]([C:11]1[CH:16]=[CH:15][C:14]([O:17][CH:18]([F:20])[F:19])=[C:13]([O:21][CH2:22][CH:23]2[CH2:25][CH2:24]2)[CH:12]=1)[OH:10].[N+:28]([C:31]1[CH:46]=[CH:45][C:34]([C:35]([N:37]2[CH2:41][CH2:40][S:39][CH:38]2[C:42](O)=[O:43])=[O:36])=[CH:33][CH:32]=1)([O-:30])=[O:29].C(Cl)CCl. Product: [Cl:1][C:2]1[CH:3]=[N+:4]([O-:27])[CH:5]=[C:6]([Cl:26])[C:7]=1[CH2:8][C@@H:9]([C:11]1[CH:16]=[CH:15][C:14]([O:17][CH:18]([F:20])[F:19])=[C:13]([O:21][CH2:22][CH:23]2[CH2:25][CH2:24]2)[CH:12]=1)[O:10][C:42]([CH:38]1[N:37]([C:35](=[O:36])[C:34]2[CH:33]=[CH:32][C:31]([N+:28]([O-:30])=[O:29])=[CH:46][CH:45]=2)[CH2:41][CH2:40][S:39]1)=[O:43]. The catalyst class is: 792.